From a dataset of Full USPTO retrosynthesis dataset with 1.9M reactions from patents (1976-2016). Predict the reactants needed to synthesize the given product. (1) Given the product [CH:19]([C:16]1[CH:15]=[CH:14][C:13]([CH2:12][C:11]2[C:5]3[O:4][C:3]([CH3:32])([CH2:2][N:33]4[CH2:37][CH2:36][CH2:35][CH2:34]4)[CH2:7][C:6]=3[C:8]([CH3:31])=[C:9]([NH:23][C:24](=[O:30])[CH2:25][C:26]([CH3:28])([CH3:27])[CH3:29])[C:10]=2[CH3:22])=[CH:18][CH:17]=1)([CH3:20])[CH3:21], predict the reactants needed to synthesize it. The reactants are: I[CH2:2][C:3]1([CH3:32])[CH2:7][C:6]2[C:8]([CH3:31])=[C:9]([NH:23][C:24](=[O:30])[CH2:25][C:26]([CH3:29])([CH3:28])[CH3:27])[C:10]([CH3:22])=[C:11]([CH2:12][C:13]3[CH:18]=[CH:17][C:16]([CH:19]([CH3:21])[CH3:20])=[CH:15][CH:14]=3)[C:5]=2[O:4]1.[NH:33]1[CH2:37][CH2:36][CH2:35][CH2:34]1. (2) Given the product [CH3:32][NH:19][CH2:18][C@@H:17]([NH:16][C:2]1[C:3]2[N:11]=[CH:10][CH:9]=[C:8]([C:12]([NH2:14])=[O:13])[C:4]=2[N:5]=[CH:6][N:7]=1)[C:33]1[CH:34]=[CH:35][C:36]([C:39]([F:40])([F:42])[F:41])=[CH:37][CH:38]=1, predict the reactants needed to synthesize it. The reactants are: O[C:2]1[C:3]2[N:11]=[CH:10][CH:9]=[C:8]([C:12]([NH2:14])=[O:13])[C:4]=2[N:5]=[CH:6][N:7]=1.Cl.[NH2:16][C@@H:17]([C:33]1[CH:38]=[CH:37][C:36]([C:39]([F:42])([F:41])[F:40])=[CH:35][CH:34]=1)[CH2:18][N:19]([CH3:32])S(C1C=CC([N+]([O-])=O)=CC=1)(=O)=O. (3) Given the product [NH:24]1[CH2:25][CH2:26][CH:21]([C:20]2[C:15]([O:14][CH2:13][C:11]3[N:10]=[CH:9][S:8][CH:12]=3)=[N:16][CH:17]=[CH:18][CH:19]=2)[CH2:22][CH2:23]1, predict the reactants needed to synthesize it. The reactants are: C(O)(C(F)(F)F)=O.[S:8]1[CH:12]=[C:11]([CH2:13][O:14][C:15]2[C:20]([CH:21]3[CH2:26][CH2:25][N:24](C(OC(C)(C)C)=O)[CH2:23][CH2:22]3)=[CH:19][CH:18]=[CH:17][N:16]=2)[N:10]=[CH:9]1.C([O-])([O-])=O.[K+].[K+]. (4) The reactants are: [Cl:1][C:2]1[CH:38]=[CH:37][C:5]([CH2:6][N:7]2[C:15]3[C:14](=[O:16])[N:13]([CH2:17][CH2:18][C:19](=[O:22])[CH2:20][CH3:21])[C:12](=[O:23])[N:11]([CH3:24])[C:10]=3[N:9]=[C:8]2[O:25][C:26]2[CH:31]=[CH:30][CH:29]=[C:28]([O:32][C:33]([F:36])([F:35])[F:34])[CH:27]=2)=[CH:4][CH:3]=1.[BH4-].[Na+]. Given the product [Cl:1][C:2]1[CH:3]=[CH:4][C:5]([CH2:6][N:7]2[C:15]3[C:14](=[O:16])[N:13]([CH2:17][CH2:18][CH:19]([OH:22])[CH2:20][CH3:21])[C:12](=[O:23])[N:11]([CH3:24])[C:10]=3[N:9]=[C:8]2[O:25][C:26]2[CH:31]=[CH:30][CH:29]=[C:28]([O:32][C:33]([F:36])([F:34])[F:35])[CH:27]=2)=[CH:37][CH:38]=1, predict the reactants needed to synthesize it. (5) Given the product [CH2:15]([N:10]1[C:11]2[CH:12]=[CH:13][CH:14]=[C:6]([O:5][CH2:4][C:3]([OH:28])=[O:2])[C:7]=2[C:8]2[CH:24]([C:25](=[O:27])[NH2:26])[CH2:23][CH2:22][C:9]1=2)[C:16]1[CH:21]=[CH:20][CH:19]=[CH:18][CH:17]=1, predict the reactants needed to synthesize it. The reactants are: C[O:2][C:3](=[O:28])[CH2:4][O:5][C:6]1[C:7]2[C:8]3[CH:24]([C:25](=[O:27])[NH2:26])[CH2:23][CH2:22][C:9]=3[N:10]([CH2:15][C:16]3[CH:21]=[CH:20][CH:19]=[CH:18][CH:17]=3)[C:11]=2[CH:12]=[CH:13][CH:14]=1.[Li+].[OH-]. (6) Given the product [CH3:36][O:35][C:30]1[CH:31]=[CH:32][CH:33]=[CH:34][C:29]=1[N:28]1[C:44](=[O:45])[NH:25][C:17]2[C:16]1=[N:15][C:14]([NH:13][C@@H:10]1[CH2:11][CH2:12][NH:8][CH2:9]1)=[N:19][C:18]=2[C:20]([NH2:68])=[O:21], predict the reactants needed to synthesize it. The reactants are: C(OC([N:8]1[CH2:12][CH2:11][C@@H:10]([NH:13][C:14]2[N:19]=[C:18]([C:20](OCC)=[O:21])[C:17]([N+:25]([O-])=O)=[C:16]([NH:28][C:29]3[CH:34]=[CH:33][CH:32]=[CH:31][C:30]=3[O:35][CH3:36])[N:15]=2)[CH2:9]1)=O)(C)(C)C.ClC1N=C([C:44](OCC)=[O:45])C([N+]([O-])=O)=C(NC2C=CC=CC=2OC)N=1.C([N:68]1CCC(N)C1)(OC(C)(C)C)=O.C(N(C(C)C)CC)(C)C. (7) Given the product [C:26]([O:25][C:23]([N:10]1[CH2:9][CH2:8][C:7]2[C:12](=[C:3]([OH:2])[CH:4]=[CH:5][CH:6]=2)[CH2:11]1)=[O:24])([CH3:29])([CH3:28])[CH3:27], predict the reactants needed to synthesize it. The reactants are: C[O:2][C:3]1[CH:4]=[CH:5][CH:6]=[C:7]2[C:12]=1[CH2:11][NH:10][CH2:9][CH2:8]2.B(Br)(Br)Br.O1CCOCC1.[C:23](O[C:23]([O:25][C:26]([CH3:29])([CH3:28])[CH3:27])=[O:24])([O:25][C:26]([CH3:29])([CH3:28])[CH3:27])=[O:24]. (8) Given the product [NH2:30][C:27]1[CH:28]=[CH:29][C:24]([C:10]2[C:11]3[CH2:16][N:15]([C:17]([O:19][C:20]([CH3:21])([CH3:23])[CH3:22])=[O:18])[CH2:14][C:12]=3[N:13]=[C:8]([N:7]3[CH2:6][CH2:5][O:4][CH2:3][C@@H:2]3[CH3:1])[N:9]=2)=[CH:25][CH:26]=1, predict the reactants needed to synthesize it. The reactants are: [CH3:1][C@@H:2]1[N:7]([C:8]2[N:9]=[C:10]([C:24]3[CH:29]=[CH:28][C:27]([N+:30]([O-])=O)=[CH:26][CH:25]=3)[C:11]3[CH2:16][N:15]([C:17]([O:19][C:20]([CH3:23])([CH3:22])[CH3:21])=[O:18])[CH2:14][C:12]=3[N:13]=2)[CH2:6][CH2:5][O:4][CH2:3]1.